Dataset: Forward reaction prediction with 1.9M reactions from USPTO patents (1976-2016). Task: Predict the product of the given reaction. (1) The product is: [CH3:11][O:10][C@H:9]1[CH2:8][NH:7][C@@H:6]2[C@@H:2]([OH:1])[CH2:3][O:4][C@H:5]12. Given the reactants [OH:1][C@@H:2]1[C@H:6]2[N:7](C(OCC3C4C=CC=CC=4C4C3=CC=CC=4)=O)[CH2:8][C@H:9]([O:10][CH3:11])[C@H:5]2[O:4][CH2:3]1.[H][H], predict the reaction product. (2) Given the reactants Cl.[Cl:2][C:3]1[CH:4]=[C:5]2[C:9](=[CH:10][CH:11]=1)[NH:8][CH:7]=[C:6]2[CH2:12][CH2:13][NH2:14].[Cl:15][C:16]1[CH:21]=[CH:20][C:19]([N:22]2[CH2:26][CH2:25][CH:24]([C:27](O)=[O:28])[C:23]2=[O:30])=[CH:18][C:17]=1[F:31].CN(C(ON1N=NC2C=CC=NC1=2)=[N+](C)C)C.F[P-](F)(F)(F)(F)F.C(N(CC)C(C)C)(C)C, predict the reaction product. The product is: [Cl:2][C:3]1[CH:4]=[C:5]2[C:9](=[CH:10][CH:11]=1)[NH:8][CH:7]=[C:6]2[CH2:12][CH2:13][NH:14][C:27]([CH:24]1[CH2:25][CH2:26][N:22]([C:19]2[CH:20]=[CH:21][C:16]([Cl:15])=[C:17]([F:31])[CH:18]=2)[C:23]1=[O:30])=[O:28]. (3) The product is: [N+:32]([C:14]1[CH:15]=[N:16][C:17]2[C:22]([C:13]=1[CH2:12][C:9]1[CH:10]=[CH:11][C:6]([C:2]([CH3:1])([CH3:5])[C:3]#[N:4])=[CH:7][CH:8]=1)=[CH:21][C:20]([C:36]1[C:44]3[C:39](=[CH:40][CH:41]=[CH:42][CH:43]=3)[NH:38][N:37]=1)=[CH:19][CH:18]=2)([O-:34])=[O:33]. Given the reactants [CH3:1][C:2]([C:6]1[CH:11]=[CH:10][C:9]([CH2:12][C:13]2[C:22]3[C:17](=[CH:18][CH:19]=[C:20](B4OC(C)(C)C(C)(C)O4)[CH:21]=3)[N:16]=[CH:15][C:14]=2[N+:32]([O-:34])=[O:33])=[CH:8][CH:7]=1)([CH3:5])[C:3]#[N:4].I[C:36]1[C:44]2[C:39](=[CH:40][CH:41]=[CH:42][CH:43]=2)[NH:38][N:37]=1.C([O-])([O-])=O.[Na+].[Na+], predict the reaction product. (4) Given the reactants [H-].[Na+].[Br:3][C:4]1[C:5]([C:10]2[CH:15]=[CH:14][C:13]([F:16])=[CH:12][CH:11]=2)=[N:6][N:7]([OH:9])[CH:8]=1.Br[CH:18]([CH3:20])[CH3:19], predict the reaction product. The product is: [Br:3][C:4]1[C:5]([C:10]2[CH:15]=[CH:14][C:13]([F:16])=[CH:12][CH:11]=2)=[N:6][N:7]([O:9][CH:18]([CH3:20])[CH3:19])[CH:8]=1. (5) The product is: [Br:1][C:2]1[CH:7]=[CH:6][C:5]([C:8]2[CH:13]=[CH:12][C:11]([S:14]([NH:36][S:33]([C:19]([F:18])([F:37])[C:20]([F:32])([F:31])[C:21]([F:29])([F:30])[C:22]([F:27])([F:28])[S:23]([NH:26][S:14]([C:11]3[CH:12]=[CH:13][C:8]([C:44]4[CH:43]=[CH:7][C:2]([Br:1])=[CH:3][CH:4]=4)=[CH:9][CH:10]=3)(=[O:15])=[O:45])(=[O:24])=[O:25])(=[O:35])=[O:34])(=[O:16])=[O:15])=[CH:10][CH:9]=2)=[CH:4][CH:3]=1. Given the reactants [Br:1][C:2]1[CH:7]=[CH:6][C:5]([C:8]2[CH:13]=[CH:12][C:11]([S:14](Cl)(=[O:16])=[O:15])=[CH:10][CH:9]=2)=[CH:4][CH:3]=1.[F:18][C:19]([F:37])([S:33]([NH2:36])(=[O:35])=[O:34])[C:20]([F:32])([F:31])[C:21]([F:30])([F:29])[C:22]([F:28])([F:27])[S:23]([NH2:26])(=[O:25])=[O:24].C(N([CH2:43][CH3:44])CC)C.[OH-:45].[Na+].[Na][Na], predict the reaction product. (6) Given the reactants [CH3:1][C:2]1[CH:7]=[C:6]([C:8]2[S:9][C:10]3[C:15]([N:16]=2)=[CH:14][CH:13]=[C:12]([C:17]2([C:20]4[CH:25]=[CH:24][CH:23]=[CH:22][CH:21]=4)[CH2:19][CH2:18]2)[N:11]=3)[CH:5]=[C:4]([CH3:26])[C:3]=1[OH:27].[F-].[Cs+].[CH2:30]1[O:32][C@H:31]1[CH2:33][OH:34], predict the reaction product. The product is: [CH3:26][C:4]1[CH:5]=[C:6]([C:8]2[S:9][C:10]3[C:15]([N:16]=2)=[CH:14][CH:13]=[C:12]([C:17]2([C:20]4[CH:21]=[CH:22][CH:23]=[CH:24][CH:25]=4)[CH2:18][CH2:19]2)[N:11]=3)[CH:7]=[C:2]([CH3:1])[C:3]=1[O:27][CH2:30][C@@H:31]([OH:32])[CH2:33][OH:34].